Dataset: Catalyst prediction with 721,799 reactions and 888 catalyst types from USPTO. Task: Predict which catalyst facilitates the given reaction. (1) Reactant: C([O:8][C:9]1[CH:14]=[C:13]([O:15][CH3:16])[CH:12]=[CH:11][C:10]=1/[CH:17]=[CH:18]/[C:19]([O:21][CH2:22][CH3:23])=[O:20])C1C=CC=CC=1. Product: [OH:8][C:9]1[CH:14]=[C:13]([O:15][CH3:16])[CH:12]=[CH:11][C:10]=1[CH2:17][CH2:18][C:19]([O:21][CH2:22][CH3:23])=[O:20]. The catalyst class is: 481. (2) Reactant: P([O-])([O-])([O-])=O.[K+].[K+].[K+].I[C:10]1[CH:11]=[C:12]([N:16]([CH2:45][O:46][CH2:47][CH2:48][Si:49]([CH3:52])([CH3:51])[CH3:50])[C:17]2[O:21][C:20]([C:22]([N:24]([C:33]3[CH:34]=[N:35][C:36]([N:39]4[CH2:44][CH2:43][O:42][CH2:41][CH2:40]4)=[CH:37][CH:38]=3)[CH2:25][O:26][CH2:27][CH2:28][Si:29]([CH3:32])([CH3:31])[CH3:30])=[O:23])=[N:19][N:18]=2)[CH:13]=[CH:14][CH:15]=1.[C:53]1(B(O)O)[CH:58]=[CH:57][CH:56]=[CH:55][CH:54]=1. Product: [C:10]1([C:53]2[CH:58]=[CH:57][CH:56]=[CH:55][CH:54]=2)[CH:15]=[CH:14][CH:13]=[C:12]([N:16]([CH2:45][O:46][CH2:47][CH2:48][Si:49]([CH3:52])([CH3:51])[CH3:50])[C:17]2[O:21][C:20]([C:22]([N:24]([C:33]3[CH:34]=[N:35][C:36]([N:39]4[CH2:44][CH2:43][O:42][CH2:41][CH2:40]4)=[CH:37][CH:38]=3)[CH2:25][O:26][CH2:27][CH2:28][Si:29]([CH3:32])([CH3:31])[CH3:30])=[O:23])=[N:19][N:18]=2)[CH:11]=1. The catalyst class is: 128.